From a dataset of Reaction yield outcomes from USPTO patents with 853,638 reactions. Predict the reaction yield, written as a fraction of the theoretical maximum amount of product (1.0 means a 100% yield; for example, 0.34 means a 34% yield). (1) The reactants are [NH2:1][C:2]1[C:7]([NH2:8])=[C:6]([O:9][C:10]2[CH:15]=[CH:14][C:13]([NH:16]C(=O)OC(C)(C)C)=[CH:12][CH:11]=2)[CH:5]=[CH:4][N:3]=1.[C:24](OCC)(=[O:30])[C:25](OCC)=[O:26]. No catalyst specified. The product is [NH2:16][C:13]1[CH:12]=[CH:11][C:10]([O:9][C:6]2[C:7]3[NH:8][C:25](=[O:26])[C:24](=[O:30])[NH:1][C:2]=3[N:3]=[CH:4][CH:5]=2)=[CH:15][CH:14]=1. The yield is 0.250. (2) The reactants are [F:1][C:2]1[CH:7]=[CH:6][C:5]([C:8]2[C:12]([CH2:13][O:14][C:15]3[CH:16]=[C:17]([C:21](O)=[O:22])[N:18]([CH3:20])[N:19]=3)=[C:11]([CH3:24])[O:10][N:9]=2)=[CH:4][CH:3]=1.[NH2:25][CH2:26][C:27]([CH3:31])([CH3:30])[CH2:28][OH:29]. No catalyst specified. The product is [OH:29][CH2:28][C:27]([CH3:31])([CH3:30])[CH2:26][NH:25][C:21]([C:17]1[N:18]([CH3:20])[N:19]=[C:15]([O:14][CH2:13][C:12]2[C:8]([C:5]3[CH:6]=[CH:7][C:2]([F:1])=[CH:3][CH:4]=3)=[N:9][O:10][C:11]=2[CH3:24])[CH:16]=1)=[O:22]. The yield is 0.700. (3) The reactants are [CH2:1]([O:3][C:4](=[O:13])/[CH:5]=[CH:6]/[C:7]1[CH:11]=[CH:10][S:9][C:8]=1[Br:12])[CH3:2]. The catalyst is C(O)C. The product is [CH2:1]([O:3][C:4](=[O:13])[CH2:5][CH2:6][C:7]1[CH:11]=[CH:10][S:9][C:8]=1[Br:12])[CH3:2]. The yield is 0.850.